Dataset: Reaction yield outcomes from USPTO patents with 853,638 reactions. Task: Predict the reaction yield, written as a fraction of the theoretical maximum amount of product (1.0 means a 100% yield; for example, 0.34 means a 34% yield). (1) The reactants are [N:1]1([CH2:6][CH2:7][CH2:8][CH2:9][N:10]2[C:18]3[C:13](=[CH:14][CH:15]=[C:16]([N+:19]([O-])=O)[CH:17]=3)[CH:12]=[CH:11]2)[CH:5]=[CH:4][N:3]=[CH:2]1.I.CS[C:25]([C:27]1[S:28][CH:29]=[CH:30][CH:31]=1)=[NH:26]. The catalyst is C(O)C.C(OCC)C.[Pd]. The product is [N:1]1([CH2:6][CH2:7][CH2:8][CH2:9][N:10]2[C:18]3[C:13](=[CH:14][CH:15]=[C:16]([NH:19][C:25]([C:27]4[S:28][CH:29]=[CH:30][CH:31]=4)=[NH:26])[CH:17]=3)[CH:12]=[CH:11]2)[CH:5]=[CH:4][N:3]=[CH:2]1. The yield is 0.545. (2) The reactants are [CH3:1][O:2][C:3]([C:5]1([C:8]2[CH:13]=[CH:12][C:11]([O:14][CH3:15])=[C:10]([CH2:16]Cl)[CH:9]=2)[CH2:7][CH2:6]1)=[O:4].C([O-])([O-])=[O:19].[Na+].[Na+].Cl. The catalyst is O.[N+](CCCC)(CCCC)(CCCC)CCCC.[Br-]. The product is [CH3:1][O:2][C:3]([C:5]1([C:8]2[CH:13]=[CH:12][C:11]([O:14][CH3:15])=[C:10]([CH2:16][OH:19])[CH:9]=2)[CH2:7][CH2:6]1)=[O:4]. The yield is 0.390. (3) The reactants are [Si]([O:8][C@H:9]1[CH2:13][C:12](=[O:14])[N:11]([C:15]2[CH:22]=[CH:21][C:18]([C:19]#[N:20])=[C:17]([C:23]([F:26])([F:25])[F:24])[CH:16]=2)[C@H:10]1[CH3:27])(C(C)(C)C)(C)C.[F-].C([N+](CCCC)(CCCC)CCCC)CCC.C1COCC1.O. The catalyst is C1COCC1. The product is [OH:8][C@H:9]1[CH2:13][C:12](=[O:14])[N:11]([C:15]2[CH:22]=[CH:21][C:18]([C:19]#[N:20])=[C:17]([C:23]([F:26])([F:24])[F:25])[CH:16]=2)[C@H:10]1[CH3:27]. The yield is 0.350. (4) The reactants are FC(F)(F)C(O)=O.[CH3:8][N:9]([CH3:37])[C@H:10]([CH3:36])[CH2:11][CH2:12][CH2:13][CH2:14][N:15]1[C:24](=[O:25])[C:23]2[NH:22][C:21]([CH2:26][NH:27]C(OC(C)(C)C)=O)=[N:20][C:19]=2[N:18]([CH3:35])[C:16]1=[O:17]. The catalyst is ClCCl. The product is [CH3:37][N:9]([CH3:8])[C@H:10]([CH3:36])[CH2:11][CH2:12][CH2:13][CH2:14][N:15]1[C:24](=[O:25])[C:23]2[NH:22][C:21]([CH2:26][NH2:27])=[N:20][C:19]=2[N:18]([CH3:35])[C:16]1=[O:17]. The yield is 0.500. (5) The reactants are [OH:1][C:2]1[CH:7]=[CH:6][C:5]([CH2:8][C:9]([O:11][C:12]([CH3:15])([CH3:14])[CH3:13])=[O:10])=[CH:4][CH:3]=1.C([O-])([O-])=O.[K+].[K+].[Cl:22][C:23]1[CH:40]=[CH:39][C:26]([CH2:27][CH2:28][NH:29][C:30](=[O:38])[C:31]2[CH:36]=[CH:35][C:34](F)=[CH:33][CH:32]=2)=[CH:25][CH:24]=1. The catalyst is CS(C)=O.C(Cl)Cl.C(=O)([O-])[O-].[Na+].[Na+]. The product is [Cl:22][C:23]1[CH:24]=[CH:25][C:26]([CH2:27][CH2:28][NH:29][C:30]([C:31]2[CH:32]=[CH:33][C:34]([O:1][C:2]3[CH:3]=[CH:4][C:5]([CH2:8][C:9]([O:11][C:12]([CH3:15])([CH3:14])[CH3:13])=[O:10])=[CH:6][CH:7]=3)=[CH:35][CH:36]=2)=[O:38])=[CH:39][CH:40]=1. The yield is 0.0447. (6) The reactants are [CH3:1][O:2][C:3]1[CH:8]=[CH:7][C:6]([N:9]2[C:13]3=[C:14]4[C:18](=[CH:19][CH:20]=[C:12]3[C:11]([C:21]#[N:22])=[N:10]2)[NH:17][N:16]=[CH:15]4)=[CH:5][CH:4]=1.Cl.[NH2:24][OH:25].C(=O)([O-])[O-].[Na+].[Na+]. The catalyst is C(O)C.O. The product is [OH:25][N:24]=[C:21]([C:11]1[C:12]2[C:13](=[C:14]3[C:18](=[CH:19][CH:20]=2)[NH:17][N:16]=[CH:15]3)[N:9]([C:6]2[CH:7]=[CH:8][C:3]([O:2][CH3:1])=[CH:4][CH:5]=2)[N:10]=1)[NH2:22]. The yield is 0.760. (7) The reactants are [CH3:1][C:2](=[O:7])[CH2:3][C:4](=[O:6])[CH3:5].[CH:8](=O)[C:9]1[CH:14]=[CH:13][CH:12]=[CH:11][CH:10]=1.B(OCCCC)(OCCCC)O[CH2:18][CH2:19][CH2:20]C.[CH2:32](N)[CH2:33][CH2:34][CH3:35].Cl. The catalyst is C(OCC)(=O)C. The product is [C:9]1([CH:8]=[CH:1][C:2](=[O:7])[CH2:3][C:4](=[O:6])[CH:5]=[CH:35][C:34]2[CH:20]=[CH:19][CH:18]=[CH:32][CH:33]=2)[CH:14]=[CH:13][CH:12]=[CH:11][CH:10]=1. The yield is 0.330.